This data is from Reaction yield outcomes from USPTO patents with 853,638 reactions. The task is: Predict the reaction yield, written as a fraction of the theoretical maximum amount of product (1.0 means a 100% yield; for example, 0.34 means a 34% yield). (1) The reactants are C([O:8][C:9](=[O:35])[CH2:10][C@@H:11]([N:24]1[CH:28]=[CH:27][C:26]([C:29]2[CH:34]=[CH:33][CH:32]=[CH:31][CH:30]=2)=[CH:25]1)[C:12]([NH:14][C@H:15]([C:20](=[O:23])[NH:21][CH3:22])[C:16]([CH3:19])([CH3:18])[CH3:17])=[O:13])C1C=CC=CC=1. The catalyst is CO. The product is [CH3:17][C:16]([CH3:19])([CH3:18])[C@H:15]([NH:14][C:12](=[O:13])[C@H:11]([N:24]1[CH:28]=[CH:27][C:26]([C:29]2[CH:34]=[CH:33][CH:32]=[CH:31][CH:30]=2)=[CH:25]1)[CH2:10][C:9]([OH:35])=[O:8])[C:20](=[O:23])[NH:21][CH3:22]. The yield is 1.00. (2) The reactants are [C:1]([O:5][C:6]([NH:8][CH2:9][C:10]1[CH:11]=[C:12]([C:16]2[CH2:21][CH2:20][N:19](C(OCC3C=CC=CC=3)=O)[CH2:18][CH:17]=2)[CH:13]=[CH:14][CH:15]=1)=[O:7])([CH3:4])([CH3:3])[CH3:2]. The catalyst is CO.[Pd]. The product is [NH:19]1[CH2:20][CH2:21][CH:16]([C:12]2[CH:11]=[C:10]([CH:15]=[CH:14][CH:13]=2)[CH2:9][NH:8][C:6](=[O:7])[O:5][C:1]([CH3:4])([CH3:2])[CH3:3])[CH2:17][CH2:18]1. The yield is 0.870. (3) The reactants are [CH:1](=[O:19])[CH2:2][CH2:3][CH2:4][CH2:5][CH2:6][CH2:7][CH2:8][CH2:9][CH2:10][CH2:11][CH2:12][CH2:13][CH2:14][CH2:15][CH2:16][CH2:17][CH3:18].[N+:20]([CH3:23])([O-:22])=[O:21]. The catalyst is CCOCC. The yield is 0.890. The product is [N+:20]([CH2:23][CH:1]([OH:19])[CH2:2][CH2:3][CH2:4][CH2:5][CH2:6][CH2:7][CH2:8][CH2:9][CH2:10][CH2:11][CH2:12][CH2:13][CH2:14][CH2:15][CH2:16][CH2:17][CH3:18])([O-:22])=[O:21].